Dataset: Reaction yield outcomes from USPTO patents with 853,638 reactions. Task: Predict the reaction yield, written as a fraction of the theoretical maximum amount of product (1.0 means a 100% yield; for example, 0.34 means a 34% yield). (1) The reactants are [OH:1][N:2]=[C:3]([C:10]1[N:14]([CH3:15])[N:13]=[N:12][N:11]=1)[C:4]1[CH:9]=[CH:8][CH:7]=[CH:6][CH:5]=1.C1CN2C(=NCCC2)C1.Br.[Br-].[O:27]1[CH2:31][CH2:30][O:29][CH:28]1[C:32]1[N:37]=[C:36]([CH2:38][N+]2C=CC=CC=2)[CH:35]=[CH:34][CH:33]=1. The catalyst is CC#N. The product is [O:27]1[CH2:31][CH2:30][O:29][CH:28]1[C:32]1[N:37]=[C:36]([CH2:38][O:1][N:2]=[C:3]([C:10]2[N:14]([CH3:15])[N:13]=[N:12][N:11]=2)[C:4]2[CH:5]=[CH:6][CH:7]=[CH:8][CH:9]=2)[CH:35]=[CH:34][CH:33]=1. The yield is 0.220. (2) The reactants are [C:1]([O:5][C:6]([N:8]1[CH2:13][CH2:12][N:11]([C:14]#[N:15])[CH2:10][CH2:9]1)=[O:7])([CH3:4])([CH3:3])[CH3:2].[N-]=[N+]=[N-].[Na+].Cl.[CH2:21]([N:23](CC)CC)[CH3:22].C(N(CC)C(C)C)(C)C.C(OC(=O)C)(=[O:39])C. The catalyst is C1(C)C=CC=CC=1.ClC1C=CC=CC=1.CCOC(C)=O.O.CO.CCOC(C)=O. The product is [C:1]([O:5][C:6]([N:8]1[CH2:9][CH2:10][N:11]([C:14]2[O:39][C:21]([CH3:22])=[N:23][N:15]=2)[CH2:12][CH2:13]1)=[O:7])([CH3:4])([CH3:2])[CH3:3]. The yield is 0.470. (3) The reactants are [H-].[Na+].[F:3][C:4]1[CH:5]=[C:6]([CH:9]=[C:10]([NH:12][C:13]2[CH:14]=[N:15][CH:16]=[N:17][CH:18]=2)[CH:11]=1)[C:7]#[N:8].[CH3:19]I. The catalyst is C1COCC1.CCOC(C)=O. The product is [F:3][C:4]1[CH:5]=[C:6]([CH:9]=[C:10]([N:12]([CH3:19])[C:13]2[CH:18]=[N:17][CH:16]=[N:15][CH:14]=2)[CH:11]=1)[C:7]#[N:8]. The yield is 0.830. (4) The reactants are [CH:1]1([C:4]([N:6]2[C:15]3[C:10](=[C:11]([O:25][C:26]4[CH:31]=[CH:30][CH:29]=[CH:28][CH:27]=4)[C:12](B4OC(C)(C)C(C)(C)O4)=[CH:13][CH:14]=3)[CH2:9][CH2:8][C@@H:7]2[CH3:32])=[O:5])[CH2:3][CH2:2]1.[N+:33]([C:36]1[CH:37]=[N:38][NH:39][CH:40]=1)([O-:35])=[O:34].N1C=CC=CC=1. The catalyst is C([O-])(=O)C.[Cu+2].C([O-])(=O)C.CN(C)C=O. The product is [CH:1]1([C:4]([N:6]2[C:15]3[C:10](=[C:11]([O:25][C:26]4[CH:31]=[CH:30][CH:29]=[CH:28][CH:27]=4)[C:12]([N:38]4[CH:37]=[C:36]([N+:33]([O-:35])=[O:34])[CH:40]=[N:39]4)=[CH:13][CH:14]=3)[CH2:9][CH2:8][C@@H:7]2[CH3:32])=[O:5])[CH2:3][CH2:2]1. The yield is 0.260. (5) The reactants are [F:1][C:2]1[C:7]([NH2:8])=[CH:6][CH:5]=[C:4]([F:9])[C:3]=1[NH:10][C:11]1[C:16]([C:17]2[N:25]=[CH:24][N:23]=[C:22]3[C:18]=2[N:19]=[CH:20][N:21]3[CH:26]2[CH2:31][CH2:30][CH2:29][CH2:28][O:27]2)=[CH:15][CH:14]=[CH:13][N:12]=1.[CH:32]1([S:38](Cl)(=[O:40])=[O:39])[CH2:37][CH2:36][CH2:35][CH2:34][CH2:33]1.N1C=CC=CC=1. The catalyst is ClCCl. The product is [F:1][C:2]1[C:3]([NH:10][C:11]2[C:16]([C:17]3[N:25]=[CH:24][N:23]=[C:22]4[C:18]=3[N:19]=[CH:20][N:21]4[CH:26]3[CH2:31][CH2:30][CH2:29][CH2:28][O:27]3)=[CH:15][CH:14]=[CH:13][N:12]=2)=[C:4]([F:9])[CH:5]=[CH:6][C:7]=1[NH:8][S:38]([CH:32]1[CH2:37][CH2:36][CH2:35][CH2:34][CH2:33]1)(=[O:40])=[O:39]. The yield is 0.910. (6) The reactants are [CH3:1][O:2][C:3]1[CH:4]=[C:5]2[C:10](=[CH:11][C:12]=1[O:13][CH3:14])[N:9]=[CH:8][N:7]=[C:6]2[O:15][C:16]1[CH:17]=[C:18]([CH:20]=[CH:21][CH:22]=1)[NH2:19].[OH:23][CH2:24][C:25]([C:28]1[O:32][N:31]=[C:30]([NH:33][C:34](=O)[O:35]C2C=CC=CC=2)[CH:29]=1)([CH3:27])[CH3:26].COC1C=C2C(=CC=1OC)N=CN=C2OC1C=C(NC(NC2ON=C(C(C)C)C=2)=O)C=CC=1. No catalyst specified. The product is [CH3:1][O:2][C:3]1[CH:4]=[C:5]2[C:10](=[CH:11][C:12]=1[O:13][CH3:14])[N:9]=[CH:8][N:7]=[C:6]2[O:15][C:16]1[CH:17]=[C:18]([NH:19][C:34]([NH:33][C:30]2[CH:29]=[C:28]([C:25]([CH3:27])([CH3:26])[CH2:24][OH:23])[O:32][N:31]=2)=[O:35])[CH:20]=[CH:21][CH:22]=1. The yield is 0.610. (7) The reactants are O1CCCCC1[N:7]1[C:15]2[C:10](=[CH:11][C:12]([C:16]3[N:20]=[CH:19][N:18](C(C4C=CC=CC=4)(C4C=CC=CC=4)C4C=CC=CC=4)[N:17]=3)=[CH:13][CH:14]=2)[C:9]([C:40]2[CH:41]=[C:42]([NH2:46])[CH:43]=[CH:44][CH:45]=2)=[N:8]1.[Cl:47][C:48]1[CH:55]=[C:54]([Cl:56])[CH:53]=[CH:52][C:49]=1[CH2:50]Cl.[OH2:57]. The catalyst is N1C=CC=CC=1. The product is [NH:18]1[CH:19]=[N:20][C:16]([C:12]2[CH:11]=[C:10]3[C:15](=[CH:14][CH:13]=2)[NH:7][N:8]=[C:9]3[C:40]2[CH:41]=[C:42]([NH:46][C:50]([C:49]3[CH:52]=[CH:53][C:54]([Cl:56])=[CH:55][C:48]=3[Cl:47])=[O:57])[CH:43]=[CH:44][CH:45]=2)=[N:17]1. The yield is 0.550. (8) The reactants are [Cl:1][C:2]1[N:3]=[C:4](Cl)[C:5]2[CH2:10][CH2:9][CH:8]([C:11]3[CH:16]=[CH:15][C:14]([F:17])=[CH:13][CH:12]=3)[C:6]=2[N:7]=1.[CH3:19][NH:20][CH3:21]. The catalyst is CO. The product is [Cl:1][C:2]1[N:3]=[C:4]([N:20]([CH3:21])[CH3:19])[C:5]2[CH2:10][CH2:9][CH:8]([C:11]3[CH:16]=[CH:15][C:14]([F:17])=[CH:13][CH:12]=3)[C:6]=2[N:7]=1. The yield is 1.00.